Dataset: Reaction yield outcomes from USPTO patents with 853,638 reactions. Task: Predict the reaction yield, written as a fraction of the theoretical maximum amount of product (1.0 means a 100% yield; for example, 0.34 means a 34% yield). (1) The reactants are [CH3:1][O:2][C:3]1[CH:47]=[C:46]([O:48][CH3:49])[CH:45]=[CH:44][C:4]=1[CH2:5][NH:6][C:7]1[C:8]2[CH:15]=[CH:14][N:13]([C@H:16]3[C@@H:20]4[O:21][C:22]([CH3:25])([CH3:24])[O:23][C@@H:19]4[C@@H:18]([CH2:26][NH:27][CH:28]4[CH2:31][CH:30]([CH2:32][CH2:33][C:34]([O:36][CH2:37][C:38]5[CH:43]=[CH:42][CH:41]=[CH:40][CH:39]=5)=[O:35])[CH2:29]4)[O:17]3)[C:9]=2[N:10]=[CH:11][N:12]=1.C([O-])([O-])=O.[K+].[K+].I[CH:57]([CH3:59])[CH3:58]. The catalyst is CC#N. The product is [CH3:1][O:2][C:3]1[CH:47]=[C:46]([O:48][CH3:49])[CH:45]=[CH:44][C:4]=1[CH2:5][NH:6][C:7]1[C:8]2[CH:15]=[CH:14][N:13]([C@H:16]3[C@@H:20]4[O:21][C:22]([CH3:25])([CH3:24])[O:23][C@@H:19]4[C@@H:18]([CH2:26][N:27]([CH:57]([CH3:59])[CH3:58])[CH:28]4[CH2:31][CH:30]([CH2:32][CH2:33][C:34]([O:36][CH2:37][C:38]5[CH:39]=[CH:40][CH:41]=[CH:42][CH:43]=5)=[O:35])[CH2:29]4)[O:17]3)[C:9]=2[N:10]=[CH:11][N:12]=1. The yield is 0.880. (2) The reactants are [CH3:1][C:2]1[CH:11]=[C:10]([CH2:12][O:13][C:14]2[CH:19]=[CH:18][C:17]([S:20]([NH:23][C@H:24]3[CH2:28][N:27](C(OC(C)(C)C)=O)[CH2:26][C@H:25]3[C:36]([O:38]C(C)(C)C)=[O:37])(=[O:22])=[O:21])=[CH:16][CH:15]=2)[C:9]2[C:4](=[CH:5][CH:6]=[CH:7][CH:8]=2)[N:3]=1.FC(F)(F)C(O)=O. The catalyst is ClCCl. The product is [CH3:1][C:2]1[CH:11]=[C:10]([CH2:12][O:13][C:14]2[CH:19]=[CH:18][C:17]([S:20]([NH:23][C@H:24]3[CH2:28][NH:27][CH2:26][C@H:25]3[C:36]([OH:38])=[O:37])(=[O:21])=[O:22])=[CH:16][CH:15]=2)[C:9]2[C:4](=[CH:5][CH:6]=[CH:7][CH:8]=2)[N:3]=1. The yield is 1.00. (3) The reactants are [Cl-].[Al+3].[Cl-].[Cl-].[N+:5]([C:8]1[CH:16]=[CH:15][C:11]([C:12](Cl)=[O:13])=[CH:10][CH:9]=1)([O-:7])=[O:6].[F:17][C:18]1[CH:23]=[CH:22][CH:21]=[CH:20][CH:19]=1.Cl. The catalyst is C(=S)=S.O. The product is [F:17][C:18]1[CH:23]=[CH:22][C:21]([C:12]([C:11]2[CH:15]=[CH:16][C:8]([N+:5]([O-:7])=[O:6])=[CH:9][CH:10]=2)=[O:13])=[CH:20][CH:19]=1. The yield is 0.820. (4) The reactants are [N:1]1[CH:6]=[CH:5][CH:4]=[C:3]([CH2:7][CH:8]2[C:13](=O)[CH:12]3[CH2:15][CH2:16][N:9]2[CH2:10][CH2:11]3)[CH:2]=1.CN.[C:19]([BH3-])#[N:20].[Na+].[OH-].[K+]. The catalyst is [Cl-].[Zn+2].[Cl-].CO. The product is [NH2:20][CH2:19][CH:13]1[CH:12]2[CH2:15][CH2:16][N:9]([CH2:10][CH2:11]2)[CH:8]1[CH2:7][C:3]1[CH:2]=[N:1][CH:6]=[CH:5][CH:4]=1. The yield is 0.830. (5) The reactants are C[N:2](C)/[CH:3]=[CH:4]/[C:5]1[N:10]=[CH:9][C:8]([C:11]2[CH:12]=[N:13][N:14]([CH:16]3[CH2:21][CH2:20][N:19]([C:22]([O:24][C:25]([CH3:28])([CH3:27])[CH3:26])=[O:23])[CH2:18][CH2:17]3)[CH:15]=2)=[CH:7][C:6]=1[N+]([O-])=O. The catalyst is CO.[Pd]. The product is [NH:2]1[C:6]2[C:5](=[N:10][CH:9]=[C:8]([C:11]3[CH:12]=[N:13][N:14]([CH:16]4[CH2:21][CH2:20][N:19]([C:22]([O:24][C:25]([CH3:28])([CH3:26])[CH3:27])=[O:23])[CH2:18][CH2:17]4)[CH:15]=3)[CH:7]=2)[CH:4]=[CH:3]1. The yield is 0.930. (6) The reactants are [F:1][C:2]1[CH:7]=[CH:6][CH:5]=[CH:4][C:3]=1[N:8]1[C:16]2[C:11](=[C:12]([N:17]3[CH2:21][CH2:20][NH:19][C:18]3=[O:22])[CH:13]=[CH:14][CH:15]=2)[CH:10]=[N:9]1.[H-].[Na+].Cl[CH2:26][C:27]1[CH:32]=[N:31][CH:30]=[C:29]([CH3:33])[N:28]=1. The catalyst is O1CCCC1. The product is [F:1][C:2]1[CH:7]=[CH:6][CH:5]=[CH:4][C:3]=1[N:8]1[C:16]2[C:11](=[C:12]([N:17]3[CH2:21][CH2:20][N:19]([CH2:26][C:27]4[CH:32]=[N:31][CH:30]=[C:29]([CH3:33])[N:28]=4)[C:18]3=[O:22])[CH:13]=[CH:14][CH:15]=2)[CH:10]=[N:9]1. The yield is 0.540. (7) The product is [Cl:1][CH2:2][CH2:3][CH2:4][CH2:5][CH2:6][CH2:7][C:8]#[C:9][CH:10]=[O:11]. The reactants are [Cl:1][CH2:2][CH2:3][CH2:4][CH2:5][CH2:6][CH2:7][C:8]#[C:9][CH:10](OCC)[O:11]CC.O. The catalyst is C1(C)C=CC(S(O)(=O)=O)=CC=1.O1CCCC1. The yield is 0.969. (8) The reactants are [F:1][C:2]1[CH:11]=[CH:10][C:9]2[N:12]=[C:13]([C@@H:14]([NH2:16])[CH3:15])[N:7]3[C:8]=2[C:3]=1[CH2:4][CH2:5][CH2:6]3.Cl[C:18]1[N:26]=[CH:25][N:24]=[C:23]2[C:19]=1[N:20]=[CH:21][N:22]2C1CCCCO1.CCN(C(C)C)C(C)C. The catalyst is C(O)CCC. The product is [F:1][C:2]1[CH:11]=[CH:10][C:9]2[N:12]=[C:13]([C@@H:14]([NH:16][C:18]3[N:26]=[CH:25][N:24]=[C:23]4[C:19]=3[N:20]=[CH:21][NH:22]4)[CH3:15])[N:7]3[C:8]=2[C:3]=1[CH2:4][CH2:5][CH2:6]3. The yield is 0.580. (9) The product is [CH:3]1[C:4]2[CH2:5][CH2:6][C:7]3[CH:8]=[CH:9][CH:10]=[C:11]4[CH2:16][C:14]([C:13]=2[C:12]=34)=[CH:15][CH:2]=1. The catalyst is C1(C)C(C)=CC=CC=1. The reactants are Br[C:2]1[CH:15]=[C:14]2[CH2:16][C:11]3[C:12]4[C:13]2=[C:4]([CH2:5][CH2:6][C:7]=4[CH:8]=[C:9](Br)[CH:10]=3)[CH:3]=1.C1(Cl)C(Cl)=C(Cl)C(=O)C(=O)C=1Cl. The yield is 0.810.